Dataset: Full USPTO retrosynthesis dataset with 1.9M reactions from patents (1976-2016). Task: Predict the reactants needed to synthesize the given product. (1) Given the product [NH2:11][C:9]1[N:8]=[CH:7][N:6]=[C:5]2[N:4]([CH2:12][C:13]3[C:14]([C:24]4[CH:29]=[CH:28][CH:27]=[CH:26][C:25]=4[C:30]([F:31])([F:32])[F:33])=[N:15][C:16]4[C:21]([CH:22]=3)=[CH:20][CH:19]=[CH:18][C:17]=4[CH3:23])[N:3]=[C:2]([C:38]#[C:37][C:35]([CH3:36])([OH:39])[CH3:34])[C:10]=12, predict the reactants needed to synthesize it. The reactants are: I[C:2]1[C:10]2[C:5](=[N:6][CH:7]=[N:8][C:9]=2[NH2:11])[N:4]([CH2:12][C:13]2[C:14]([C:24]3[CH:29]=[CH:28][CH:27]=[CH:26][C:25]=3[C:30]([F:33])([F:32])[F:31])=[N:15][C:16]3[C:21]([CH:22]=2)=[CH:20][CH:19]=[CH:18][C:17]=3[CH3:23])[N:3]=1.[CH3:34][C:35]([OH:39])([C:37]#[CH:38])[CH3:36].C(N(CC)CC)C. (2) Given the product [NH:1]([C:8]([C@H:10]1[N:14]2[C:15](=[O:41])[C:16]([NH:19][CH2:30][C:31]3[CH:36]=[CH:35][CH:34]=[C:33]([C:37]([F:39])([F:40])[F:38])[CH:32]=3)=[CH:17][N:18]=[C:13]2[C@:12]([CH2:54][C:55]([O:57][C:58]([CH3:61])([CH3:60])[CH3:59])=[O:56])([CH3:42])[CH2:11]1)=[O:9])[C:2]1[CH:3]=[CH:4][CH:5]=[CH:6][CH:7]=1, predict the reactants needed to synthesize it. The reactants are: [NH:1]([C:8]([C@H:10]1[N:14]2[C:15](=[O:41])[C:16]([N:19]([CH2:30][C:31]3[CH:36]=[CH:35][CH:34]=[C:33]([C:37]([F:40])([F:39])[F:38])[CH:32]=3)C(=O)OCC3C=CC=CC=3)=[CH:17][N:18]=[C:13]2[CH:12]([CH3:42])[CH2:11]1)=[O:9])[C:2]1[CH:7]=[CH:6][CH:5]=[CH:4][CH:3]=1.[Li+].C[Si]([N-][Si](C)(C)C)(C)C.Br[CH2:54][C:55]([O:57][C:58]([CH3:61])([CH3:60])[CH3:59])=[O:56]. (3) Given the product [Cl:27][C:28]1[N:33]=[C:32]([NH:1][C:2]2[CH:3]=[C:4]([CH:24]=[CH:25][CH:26]=2)[CH2:5][S:6]([NH:9][C:10]2[CH:11]=[C:12]([NH:16][C:17](=[O:23])[O:18][C:19]([CH3:22])([CH3:21])[CH3:20])[CH:13]=[CH:14][CH:15]=2)(=[O:8])=[O:7])[C:31]([Cl:35])=[CH:30][N:29]=1, predict the reactants needed to synthesize it. The reactants are: [NH2:1][C:2]1[CH:3]=[C:4]([CH:24]=[CH:25][CH:26]=1)[CH2:5][S:6]([NH:9][C:10]1[CH:11]=[C:12]([NH:16][C:17](=[O:23])[O:18][C:19]([CH3:22])([CH3:21])[CH3:20])[CH:13]=[CH:14][CH:15]=1)(=[O:8])=[O:7].[Cl:27][C:28]1[N:33]=[C:32](Cl)[C:31]([Cl:35])=[CH:30][N:29]=1.C(=O)([O-])[O-].[K+].[K+]. (4) Given the product [CH2:27]([NH:26][C:25]([C:23]1[N:24]=[C:20]([CH:19]2[CH:14]([CH2:13][C:4]3[CH:3]=[C:2]([F:1])[CH:7]=[CH:6][C:5]=3[CH2:8][CH2:9][C:10](=[O:11])[NH:43][S:40]([C:39]([F:45])([F:44])[F:38])(=[O:42])=[O:41])[CH:15]3[O:37][CH:18]2[CH2:17][CH2:16]3)[O:21][CH:22]=1)=[O:36])[CH2:28][CH2:29][CH2:30][CH2:31][CH2:32][CH2:33][CH2:34][CH3:35], predict the reactants needed to synthesize it. The reactants are: [F:1][C:2]1[CH:7]=[CH:6][C:5]([CH2:8][CH2:9][C:10](O)=[O:11])=[C:4]([CH2:13][CH:14]2[CH:19]([C:20]3[O:21][CH:22]=[C:23]([C:25](=[O:36])[NH:26][CH2:27][CH2:28][CH2:29][CH2:30][CH2:31][CH2:32][CH2:33][CH2:34][CH3:35])[N:24]=3)[CH:18]3[O:37][CH:15]2[CH2:16][CH2:17]3)[CH:3]=1.[F:38][C:39]([F:45])([F:44])[S:40]([NH2:43])(=[O:42])=[O:41]. (5) Given the product [CH3:13][O:14][C:15]([C:17]1[C:18]([C:26]2[CH:31]=[CH:30][CH:29]=[CH:28][C:27]=2[N+:32]([O-:34])=[O:33])=[CH:19][CH:20]=[C:21]([C:23]2[S:25][CH:2]=[C:3]([C:5]3[CH:10]=[CH:9][C:8]([O:11][CH3:12])=[CH:7][CH:6]=3)[N:24]=2)[CH:22]=1)=[O:16], predict the reactants needed to synthesize it. The reactants are: Br[CH2:2][C:3]([C:5]1[CH:10]=[CH:9][C:8]([O:11][CH3:12])=[CH:7][CH:6]=1)=O.[CH3:13][O:14][C:15]([C:17]1[C:18]([C:26]2[CH:31]=[CH:30][CH:29]=[CH:28][C:27]=2[N+:32]([O-:34])=[O:33])=[CH:19][CH:20]=[C:21]([C:23](=[S:25])[NH2:24])[CH:22]=1)=[O:16].